Dataset: Experimentally validated miRNA-target interactions with 360,000+ pairs, plus equal number of negative samples. Task: Binary Classification. Given a miRNA mature sequence and a target amino acid sequence, predict their likelihood of interaction. (1) The miRNA is hsa-miR-1244 with sequence AAGUAGUUGGUUUGUAUGAGAUGGUU. The protein sequence of the target gene is MTQGKLSVANKAPGTEGQQHQANGEKKDAPAVPSAPPSYEEATSGEGLKAGTFPQGPTAVPLHPSWAYVDPSGSSGYEGGFPAGHHEHFTTFSWDDQKVRRLFIRKVYTILLVQLLVTLAVVALFTFCDVVKDYVQANPGWYWASYAVFFATYLTLACCSGPRRHFPWNLILLTIFTLSMAYLTGMLSSYYNTTSVLLCLVITALVCLSVTIFSFQTKFDFTSCQGVLFVLLMTLFFSGLLLAVLLPFQYVPWLHAVYAVLGAGVFTLFLAFDTQLLMGNRRHSLSPEEYIFGALNIYLD.... Result: 0 (no interaction). (2) Result: 0 (no interaction). The protein sequence of the target gene is MSGNGGAATTAEENGSKMRVIRVGTRKSQLARIQTDTVVAMLKALYPGIQFEIIAMSTTGDKILDTALSKIGEKSLFTKELENALEKNEVDLVVHSLKDVPTILPPGFTIGAICKRENPCDAVVFHPKFIGKTLETLPEKSAVGTSSLRRVAQLQRKFPHLEFKSIRGNLNTRLRKLDELQEFSAIVLAVAGLQRMGWQNRVGQILHPEECMYAVGQGALAVEVRAKDQDILDLVSVLHDPETLLRCIAERAFLRHLEGGCSVPVAVHTVMKDGQLYLTGGVWSLDGSDSMQETMQATIQ.... The miRNA is hsa-miR-136-3p with sequence CAUCAUCGUCUCAAAUGAGUCU. (3) The miRNA is mmu-miR-466a-3p with sequence UAUACAUACACGCACACAUAAGA. The protein sequence of the target gene is MTSELDIFVGNTTLIDEDVYRLWLDGYSVTDAVALRVRSGILEQTGATAAVLQSDTMDHYRTFHMLERLLHAPPKLLHQLIFQIPPSRQALLIERYYAFDEAFVREVLGKKLSKGTKKDLDDISTKTGITLKSCRRQFDNFKRVFKVVEEMRGSLVDNIQQHFLLSDRLARDYAAIVFFANNRFETGKKKLQYLSFGDFAFCAELMIQNWTLGAVGEAPTDPDSQMDDMDMDLDKEFLQDLKELKVLVADKDLLDLHKSLVCTALRGKLGVFSEMEANFKNLSRGLVNVAAKLTHNKDVR.... Result: 0 (no interaction). (4) The miRNA is hsa-miR-3663-5p with sequence GCUGGUCUGCGUGGUGCUCGG. The protein sequence of the target gene is MAGILAWFWNERFWLPHNVTWADLKNTEEATFPQAEDLYLAFPLAFCIFMVRLIFERFIAKPCAIALNIQANGPQTAQPNAILEKVFTAITKHPDEKRLEGLSKQLDWDVRSIQRWFRQRRNQEKPSTLTRFCESMWRFSFYLYVFSYGVRFLKQTPWLWNTRHCWYNYPYQPLTADLHYYYILELSFYWSLMVSQFTDIKRKDFGIMFLHHLATIFLITFSYVNNMARVGTLVLCLHDSADALLEAAKMANYAKFQKMCDLLFVMFAVVFITTRLGIFPLWVLNTTLFESWEIVGPYPS.... Result: 0 (no interaction). (5) The miRNA is hsa-miR-324-3p with sequence CCCACUGCCCCAGGUGCUGCUGG. The protein sequence of the target gene is MATAAYEQLKLHITPEKFYVEACDDGADDVLTIDRVSTEVTLAVKKDVPPSAVTRPIFGILGTIHLVAGNYLIVITKKIKVGEFFSHVVWKATDFDVLSYKKTMLHLTDIQLQDNKTFLAMLNHVLNVDGFYFSTTYDLTHTLQRLSNTSPEFQEMSLLERADQRFVWNGHLLRELSAQPEVHRFALPVLHGFITMHSCSINGKYFDWILISRRSCFRAGVRYYVRGIDSEGHAANFVETEQIVHYNGSKASFVQTRGSIPVFWSQRPNLKYKPLPQISKVANHMDGFQRHFDSQVIIYG.... Result: 1 (interaction). (6) The miRNA is hsa-miR-4660 with sequence UGCAGCUCUGGUGGAAAAUGGAG. The protein sequence of the target gene is MVWEVKTNQMPNAVQKLLLVMDKRAPGMSDSLELLQCNENLPSSPGYNSCDEHMELDDLPELQAVQSDPTQSAIYQLSSDVSHQEYPRSSWSQNTSDIPENTHREDEVDWLTELANIATSPQSPLMQCSFYNRSSPVHIIATSKSLHSYARPPPVSSSSKSGPAFPHDHWKEETPVRHERANSESESGIFCMSSLSDDDDLGWCNSWPSTIWHCFLKGTRLCFHKESNKEWQDVEDFARAASCDNEEEIQMGTHKGYGSDGLKLLSHEESVSFGESVLKLTFDPGTVEDGLLTVECKLDH.... Result: 0 (no interaction).